Dataset: NCI-60 drug combinations with 297,098 pairs across 59 cell lines. Task: Regression. Given two drug SMILES strings and cell line genomic features, predict the synergy score measuring deviation from expected non-interaction effect. (1) Cell line: SW-620. Drug 2: C(=O)(N)NO. Synergy scores: CSS=26.4, Synergy_ZIP=-2.27, Synergy_Bliss=2.66, Synergy_Loewe=-2.58, Synergy_HSA=0.444. Drug 1: C1CCC(C1)C(CC#N)N2C=C(C=N2)C3=C4C=CNC4=NC=N3. (2) Drug 1: CC12CCC(CC1=CCC3C2CCC4(C3CC=C4C5=CN=CC=C5)C)O. Drug 2: C1CCN(CC1)CCOC2=CC=C(C=C2)C(=O)C3=C(SC4=C3C=CC(=C4)O)C5=CC=C(C=C5)O. Cell line: OVCAR-5. Synergy scores: CSS=9.92, Synergy_ZIP=1.22, Synergy_Bliss=9.20, Synergy_Loewe=4.41, Synergy_HSA=7.86. (3) Drug 1: C1=CC(=C2C(=C1NCCNCCO)C(=O)C3=C(C=CC(=C3C2=O)O)O)NCCNCCO. Drug 2: CC1CCCC2(C(O2)CC(NC(=O)CC(C(C(=O)C(C1O)C)(C)C)O)C(=CC3=CSC(=N3)C)C)C. Cell line: SNB-75. Synergy scores: CSS=53.0, Synergy_ZIP=-2.16, Synergy_Bliss=0.176, Synergy_Loewe=-0.817, Synergy_HSA=-0.976. (4) Drug 1: CCC(=C(C1=CC=CC=C1)C2=CC=C(C=C2)OCCN(C)C)C3=CC=CC=C3.C(C(=O)O)C(CC(=O)O)(C(=O)O)O. Drug 2: C1CN1C2=NC(=NC(=N2)N3CC3)N4CC4. Cell line: SW-620. Synergy scores: CSS=9.52, Synergy_ZIP=-10.5, Synergy_Bliss=-7.60, Synergy_Loewe=-19.3, Synergy_HSA=-4.78. (5) Drug 1: CNC(=O)C1=CC=CC=C1SC2=CC3=C(C=C2)C(=NN3)C=CC4=CC=CC=N4. Drug 2: C1=CC(=CC=C1C#N)C(C2=CC=C(C=C2)C#N)N3C=NC=N3. Cell line: CAKI-1. Synergy scores: CSS=2.82, Synergy_ZIP=-3.12, Synergy_Bliss=-5.53, Synergy_Loewe=-6.94, Synergy_HSA=-5.22. (6) Drug 1: CC(CN1CC(=O)NC(=O)C1)N2CC(=O)NC(=O)C2. Drug 2: CNC(=O)C1=NC=CC(=C1)OC2=CC=C(C=C2)NC(=O)NC3=CC(=C(C=C3)Cl)C(F)(F)F. Cell line: CAKI-1. Synergy scores: CSS=43.6, Synergy_ZIP=-13.4, Synergy_Bliss=-10.1, Synergy_Loewe=-6.85, Synergy_HSA=-6.45. (7) Drug 2: CN1C2=C(C=C(C=C2)N(CCCl)CCCl)N=C1CCCC(=O)O.Cl. Synergy scores: CSS=2.83, Synergy_ZIP=-0.0920, Synergy_Bliss=1.48, Synergy_Loewe=-0.372, Synergy_HSA=-1.21. Drug 1: C1CCN(CC1)CCOC2=CC=C(C=C2)C(=O)C3=C(SC4=C3C=CC(=C4)O)C5=CC=C(C=C5)O. Cell line: A549.